This data is from Tox21: 12 toxicity assays (nuclear receptors and stress response pathways). The task is: Binary classification across 12 toxicity assays. (1) The compound is O=C(O)C(c1ccc(Cl)cc1)c1ccc(Cl)cc1. It tested positive (active) for: NR-PPAR-gamma (PPAR-gamma nuclear receptor agonist). (2) The drug is CC1=C(/C=C/C(C)=C/C=C/C(C)=C/C=C\C=C(C)\C=C\C=C(C)\C=C\C2=C(C)C(=O)CCC2(C)C)C(C)(C)CCC1=O. It tested positive (active) for: NR-ER (Estrogen Receptor agonist activity), and NR-ER-LBD (Estrogen Receptor Ligand Binding Domain agonist). (3) The compound is O=C(NC(=O)c1c(F)cccc1F)Nc1ccc(Cl)cc1. It tested positive (active) for: NR-AhR (Aryl hydrocarbon Receptor agonist activity), and NR-ER (Estrogen Receptor agonist activity).